This data is from Full USPTO retrosynthesis dataset with 1.9M reactions from patents (1976-2016). The task is: Predict the reactants needed to synthesize the given product. (1) Given the product [O:1]1[CH:5]=[CH:4][CH:3]=[C:2]1[C:6]1[N:11]=[C:10]2[NH:12][N:13]=[CH:14][C:9]2=[CH:8][C:7]=1[C:16]1[CH:21]=[CH:20][N:19]=[CH:18][N:17]=1, predict the reactants needed to synthesize it. The reactants are: [O:1]1[CH:5]=[CH:4][CH:3]=[C:2]1[C:6]1[N:11]=[C:10]2[NH:12][N:13]=[C:14](N)[C:9]2=[CH:8][C:7]=1[C:16]1[CH:21]=[CH:20][N:19]=[CH:18][N:17]=1.Cl.N([O-])=O.[Na+].[PH2](O)=O.[OH-].[Na+]. (2) Given the product [Cl:35][C:11]1[CH:12]=[C:3]([C:1]#[N:2])[CH:4]=[C:5]2[C:10]=1[NH:9][CH2:8][CH:7]([NH:13][S:14]([C:17]1[CH:22]=[CH:21][CH:20]=[CH:19][CH:18]=1)(=[O:16])=[O:15])[CH2:6]2, predict the reactants needed to synthesize it. The reactants are: [C:1]([C:3]1[CH:4]=[C:5]2[C:10](=[CH:11][CH:12]=1)[NH:9][CH2:8][C@@H:7]([NH:13][S:14]([C:17]1[CH:22]=[CH:21][CH:20]=[CH:19][CH:18]=1)(=[O:16])=[O:15])[CH2:6]2)#[N:2].C(O)(=O)C.C1COCC1.I([Cl:35])(=O)=O.I(Cl)(=O)=O.I(Cl)(=O)=O.I(Cl)(=O)=O.C([N+](C)(C)C)C1C=CC=CC=1. (3) Given the product [C:18]([O:22][C:23](=[O:36])[N:24]([C:29]1[CH:34]=[CH:33][CH:32]=[C:31]([Cl:35])[CH:30]=1)[C@@H:25]([CH3:28])[CH:26]=[O:27])([CH3:19])([CH3:20])[CH3:21], predict the reactants needed to synthesize it. The reactants are: C(Cl)(=O)C(Cl)=O.C(=O)=O.CC(C)=O.CS(C)=O.[C:18]([O:22][C:23](=[O:36])[N:24]([C:29]1[CH:34]=[CH:33][CH:32]=[C:31]([Cl:35])[CH:30]=1)[C@@H:25]([CH3:28])[CH2:26][OH:27])([CH3:21])([CH3:20])[CH3:19]. (4) Given the product [Br:1][C:2]1[CH:7]=[C:6](/[CH:26]=[CH:25]/[C:22]2[CH:23]=[CH:24][C:19]([F:18])=[CH:20][CH:21]=2)[C:5]([F:11])=[CH:4][N:3]=1, predict the reactants needed to synthesize it. The reactants are: [Br:1][C:2]1[CH:7]=[C:6](B(O)O)[C:5]([F:11])=[CH:4][N:3]=1.C(=O)([O-])[O-].[Na+].[Na+].[F:18][C:19]1[CH:24]=[CH:23][C:22]([CH:25]=[CH2:26])=[CH:21][CH:20]=1. (5) Given the product [CH3:14][C:13]1[O:12][C:11]([C:15]2[CH:20]=[CH:19][CH:18]=[CH:17][CH:16]=2)=[N:10][C:9]=1[CH2:8][O:7][C:6]1[CH:21]=[CH:22][C:3]([CH2:2][O:23][C:24]2[CH:25]=[C:26]([CH2:30][CH2:31][C:32]([O:34][CH2:35][CH3:36])=[O:33])[CH:27]=[CH:28][CH:29]=2)=[CH:4][CH:5]=1, predict the reactants needed to synthesize it. The reactants are: Cl[CH2:2][C:3]1[CH:22]=[CH:21][C:6]([O:7][CH2:8][C:9]2[N:10]=[C:11]([C:15]3[CH:20]=[CH:19][CH:18]=[CH:17][CH:16]=3)[O:12][C:13]=2[CH3:14])=[CH:5][CH:4]=1.[OH:23][C:24]1[CH:25]=[C:26]([CH2:30][CH2:31][C:32]([O:34][CH2:35][CH3:36])=[O:33])[CH:27]=[CH:28][CH:29]=1.C(=O)([O-])[O-].[K+].[K+].CN(C)C=O.